Task: Regression. Given a peptide amino acid sequence and an MHC pseudo amino acid sequence, predict their binding affinity value. This is MHC class II binding data.. Dataset: Peptide-MHC class II binding affinity with 134,281 pairs from IEDB (1) The peptide sequence is AALPLLFFALAGQRI. The MHC is DRB1_0701 with pseudo-sequence DRB1_0701. The binding affinity (normalized) is 0.800. (2) The peptide sequence is PQVKYAVFEAALTKA. The MHC is DRB1_1302 with pseudo-sequence DRB1_1302. The binding affinity (normalized) is 0.169. (3) The peptide sequence is KKPTGKVTLEADVILPI. The MHC is HLA-DQA10102-DQB10501 with pseudo-sequence HLA-DQA10102-DQB10501. The binding affinity (normalized) is 0.481. (4) The peptide sequence is GWSSLGREYAAVAEE. The MHC is HLA-DQA10501-DQB10201 with pseudo-sequence HLA-DQA10501-DQB10201. The binding affinity (normalized) is 0.562. (5) The peptide sequence is PCRAGFETNVSHNVQ. The MHC is HLA-DPA10201-DPB10501 with pseudo-sequence HLA-DPA10201-DPB10501. The binding affinity (normalized) is 0.100. (6) The peptide sequence is RCRTCVYNMMGKREK. The MHC is DRB1_0801 with pseudo-sequence DRB1_0801. The binding affinity (normalized) is 0.650.